From a dataset of NCI-60 drug combinations with 297,098 pairs across 59 cell lines. Regression. Given two drug SMILES strings and cell line genomic features, predict the synergy score measuring deviation from expected non-interaction effect. (1) Drug 1: CC1=C2C(C(=O)C3(C(CC4C(C3C(C(C2(C)C)(CC1OC(=O)C(C(C5=CC=CC=C5)NC(=O)OC(C)(C)C)O)O)OC(=O)C6=CC=CC=C6)(CO4)OC(=O)C)OC)C)OC. Drug 2: CCCCC(=O)OCC(=O)C1(CC(C2=C(C1)C(=C3C(=C2O)C(=O)C4=C(C3=O)C=CC=C4OC)O)OC5CC(C(C(O5)C)O)NC(=O)C(F)(F)F)O. Cell line: A498. Synergy scores: CSS=43.5, Synergy_ZIP=8.26, Synergy_Bliss=6.12, Synergy_Loewe=-6.18, Synergy_HSA=7.85. (2) Drug 1: C1=CC(=CC=C1CC(C(=O)O)N)N(CCCl)CCCl.Cl. Drug 2: N.N.Cl[Pt+2]Cl. Cell line: T-47D. Synergy scores: CSS=3.83, Synergy_ZIP=-3.20, Synergy_Bliss=-1.70, Synergy_Loewe=-5.17, Synergy_HSA=-5.19. (3) Drug 1: CC1=C(N=C(N=C1N)C(CC(=O)N)NCC(C(=O)N)N)C(=O)NC(C(C2=CN=CN2)OC3C(C(C(C(O3)CO)O)O)OC4C(C(C(C(O4)CO)O)OC(=O)N)O)C(=O)NC(C)C(C(C)C(=O)NC(C(C)O)C(=O)NCCC5=NC(=CS5)C6=NC(=CS6)C(=O)NCCC[S+](C)C)O. Drug 2: C(CN)CNCCSP(=O)(O)O. Cell line: HCC-2998. Synergy scores: CSS=14.0, Synergy_ZIP=-8.34, Synergy_Bliss=-11.0, Synergy_Loewe=-34.7, Synergy_HSA=-11.9. (4) Drug 1: CC1=C2C(C(=O)C3(C(CC4C(C3C(C(C2(C)C)(CC1OC(=O)C(C(C5=CC=CC=C5)NC(=O)OC(C)(C)C)O)O)OC(=O)C6=CC=CC=C6)(CO4)OC(=O)C)OC)C)OC. Drug 2: CC1C(C(=O)NC(C(=O)N2CCCC2C(=O)N(CC(=O)N(C(C(=O)O1)C(C)C)C)C)C(C)C)NC(=O)C3=C4C(=C(C=C3)C)OC5=C(C(=O)C(=C(C5=N4)C(=O)NC6C(OC(=O)C(N(C(=O)CN(C(=O)C7CCCN7C(=O)C(NC6=O)C(C)C)C)C)C(C)C)C)N)C. Cell line: NCI/ADR-RES. Synergy scores: CSS=-0.748, Synergy_ZIP=-1.43, Synergy_Bliss=-3.97, Synergy_Loewe=-4.34, Synergy_HSA=-4.78. (5) Drug 1: CC1=C(N=C(N=C1N)C(CC(=O)N)NCC(C(=O)N)N)C(=O)NC(C(C2=CN=CN2)OC3C(C(C(C(O3)CO)O)O)OC4C(C(C(C(O4)CO)O)OC(=O)N)O)C(=O)NC(C)C(C(C)C(=O)NC(C(C)O)C(=O)NCCC5=NC(=CS5)C6=NC(=CS6)C(=O)NCCC[S+](C)C)O. Drug 2: CC(C)CN1C=NC2=C1C3=CC=CC=C3N=C2N. Cell line: COLO 205. Synergy scores: CSS=44.1, Synergy_ZIP=3.72, Synergy_Bliss=3.18, Synergy_Loewe=2.98, Synergy_HSA=3.61. (6) Drug 1: CC1=C(C(=CC=C1)Cl)NC(=O)C2=CN=C(S2)NC3=CC(=NC(=N3)C)N4CCN(CC4)CCO. Drug 2: CC1CCC2CC(C(=CC=CC=CC(CC(C(=O)C(C(C(=CC(C(=O)CC(OC(=O)C3CCCCN3C(=O)C(=O)C1(O2)O)C(C)CC4CCC(C(C4)OC)OCCO)C)C)O)OC)C)C)C)OC. Cell line: CCRF-CEM. Synergy scores: CSS=-13.3, Synergy_ZIP=8.63, Synergy_Bliss=1.81, Synergy_Loewe=-23.1, Synergy_HSA=-18.0. (7) Drug 1: C1=CC=C(C=C1)NC(=O)CCCCCCC(=O)NO. Drug 2: C1CN1C2=NC(=NC(=N2)N3CC3)N4CC4. Cell line: SNB-19. Synergy scores: CSS=18.5, Synergy_ZIP=1.12, Synergy_Bliss=2.82, Synergy_Loewe=-1.78, Synergy_HSA=3.30. (8) Drug 1: CC1OCC2C(O1)C(C(C(O2)OC3C4COC(=O)C4C(C5=CC6=C(C=C35)OCO6)C7=CC(=C(C(=C7)OC)O)OC)O)O. Drug 2: CC1C(C(CC(O1)OC2CC(CC3=C2C(=C4C(=C3O)C(=O)C5=C(C4=O)C(=CC=C5)OC)O)(C(=O)C)O)N)O.Cl. Cell line: HCC-2998. Synergy scores: CSS=21.8, Synergy_ZIP=-4.45, Synergy_Bliss=2.40, Synergy_Loewe=3.52, Synergy_HSA=4.49. (9) Drug 1: C1CN(P(=O)(OC1)NCCCl)CCCl. Drug 2: CCC1(C2=C(COC1=O)C(=O)N3CC4=CC5=C(C=CC(=C5CN(C)C)O)N=C4C3=C2)O.Cl. Cell line: KM12. Synergy scores: CSS=27.5, Synergy_ZIP=-6.41, Synergy_Bliss=-1.41, Synergy_Loewe=-42.1, Synergy_HSA=-3.01. (10) Drug 1: C1CN1P(=S)(N2CC2)N3CC3. Drug 2: C1C(C(OC1N2C=C(C(=O)NC2=O)F)CO)O. Cell line: K-562. Synergy scores: CSS=41.3, Synergy_ZIP=1.88, Synergy_Bliss=5.50, Synergy_Loewe=8.02, Synergy_HSA=9.47.